From a dataset of Catalyst prediction with 721,799 reactions and 888 catalyst types from USPTO. Predict which catalyst facilitates the given reaction. Reactant: C1N(P(Cl)(N2C(=O)OCC2)=O)C(=O)OC1.[CH3:16][O:17][C:18]1[CH:19]=[C:20](/[CH:30]=[CH:31]/[C:32]([OH:34])=O)[CH:21]=[CH:22][C:23]=1[N:24]1[CH:28]=[C:27]([CH3:29])[N:26]=[CH:25]1.[NH2:35][N:36]1[CH2:41][CH2:40][CH2:39][CH:38]([C:42]2[CH:47]=[CH:46][C:45]([Br:48])=[CH:44][CH:43]=2)[C:37]1=[O:49].O. Product: [Br:48][C:45]1[CH:44]=[CH:43][C:42]([CH:38]2[CH2:39][CH2:40][CH2:41][N:36]([NH:35][C:32](=[O:34])/[CH:31]=[CH:30]/[C:20]3[CH:21]=[CH:22][C:23]([N:24]4[CH:28]=[C:27]([CH3:29])[N:26]=[CH:25]4)=[C:18]([O:17][CH3:16])[CH:19]=3)[C:37]2=[O:49])=[CH:47][CH:46]=1. The catalyst class is: 39.